This data is from Catalyst prediction with 721,799 reactions and 888 catalyst types from USPTO. The task is: Predict which catalyst facilitates the given reaction. (1) Reactant: [BH4-].[Na+].C[O:4][C:5](=O)[CH2:6][N:7]1[N:11]=[N:10][C:9]([CH2:12][C:13]2[CH:18]=[CH:17][CH:16]=[C:15]([Br:19])[N:14]=2)=[N:8]1. Product: [Br:19][C:15]1[N:14]=[C:13]([CH2:12][C:9]2[N:10]=[N:11][N:7]([CH2:6][CH2:5][OH:4])[N:8]=2)[CH:18]=[CH:17][CH:16]=1. The catalyst class is: 24. (2) Reactant: [CH2:1]([N:3]1[C:15]2[CH:14]=[CH:13][C:12]([NH2:16])=[CH:11][C:10]=2[C:9]2[C:4]1=[CH:5][CH:6]=[CH:7][CH:8]=2)[CH3:2].[C:17]([C:19]1[CH:20]=[C:21]([NH:25][C:26](=[O:34])[CH2:27][CH:28]([CH3:33])[CH2:29][C:30](O)=[O:31])[CH:22]=[CH:23][CH:24]=1)#[N:18].C1C=CC2N(O)N=NC=2C=1.CCN=C=NCCCN(C)C.C(=O)([O-])O.[Na+]. Product: [C:17]([C:19]1[CH:20]=[C:21]([NH:25][C:26](=[O:34])[CH2:27][CH:28]([CH3:33])[CH2:29][C:30]([NH:16][C:12]2[CH:13]=[CH:14][C:15]3[N:3]([CH2:1][CH3:2])[C:4]4[C:9]([C:10]=3[CH:11]=2)=[CH:8][CH:7]=[CH:6][CH:5]=4)=[O:31])[CH:22]=[CH:23][CH:24]=1)#[N:18]. The catalyst class is: 39. (3) Reactant: [Br:1]N1C(=O)CCC1=O.CN(C)C=O.[C:14]([NH:17][C:18]1[CH:19]=[C:20]([OH:28])[C:21](=[CH:26][CH:27]=1)[C:22]([O:24][CH3:25])=[O:23])(=[O:16])[CH3:15]. Product: [C:14]([NH:17][C:18]1[CH:19]=[C:20]([OH:28])[C:21](=[CH:26][C:27]=1[Br:1])[C:22]([O:24][CH3:25])=[O:23])(=[O:16])[CH3:15]. The catalyst class is: 13.